Dataset: Full USPTO retrosynthesis dataset with 1.9M reactions from patents (1976-2016). Task: Predict the reactants needed to synthesize the given product. Given the product [F:1][C:2]1[CH:3]=[CH:4][C:5]([C@@H:8]2[CH2:9][O:10][C@H:11]([CH3:14])[CH2:12][N:13]2[C:16]2[N:17]=[CH:18][C:19]3[O:20][CH2:21][C:22](=[O:26])[NH:23][C:24]=3[N:25]=2)=[CH:6][CH:7]=1, predict the reactants needed to synthesize it. The reactants are: [F:1][C:2]1[CH:7]=[CH:6][C:5]([C@H:8]2[NH:13][CH2:12][C@@H:11]([CH3:14])[O:10][CH2:9]2)=[CH:4][CH:3]=1.Cl[C:16]1[N:17]=[CH:18][C:19]2[O:20][CH2:21][C:22](=[O:26])[NH:23][C:24]=2[N:25]=1.